Dataset: Catalyst prediction with 721,799 reactions and 888 catalyst types from USPTO. Task: Predict which catalyst facilitates the given reaction. (1) Reactant: [OH:1][CH2:2][CH:3]1[NH:8][CH2:7][CH2:6][N:5]([C:9]([O:11][C:12]([CH3:15])([CH3:14])[CH3:13])=[O:10])[CH2:4]1.[N:16]([C:19]1[CH:29]=[CH:28][C:22]([C:23]([O:25][CH2:26][CH3:27])=[O:24])=[CH:21][CH:20]=1)=[C:17]=[O:18]. Product: [CH2:26]([O:25][C:23]([C:22]1[CH:28]=[CH:29][C:19]([NH:16][C:17]([N:8]2[CH2:7][CH2:6][N:5]([C:9]([O:11][C:12]([CH3:15])([CH3:14])[CH3:13])=[O:10])[CH2:4][CH:3]2[CH2:2][OH:1])=[O:18])=[CH:20][CH:21]=1)=[O:24])[CH3:27]. The catalyst class is: 7. (2) Reactant: [CH3:1][O:2][C:3]1[CH:4]=[C:5]([NH:11][C:12](=[O:17])[C:13]([F:16])([F:15])[F:14])[CH:6]=[C:7]([O:9][CH3:10])[CH:8]=1.[Sn](Cl)(Cl)(Cl)Cl.[C:23](Cl)(=[O:25])[CH3:24].O. Product: [C:23]([C:8]1[C:7]([O:9][CH3:10])=[CH:6][C:5]([NH:11][C:12](=[O:17])[C:13]([F:14])([F:16])[F:15])=[CH:4][C:3]=1[O:2][CH3:1])(=[O:25])[CH3:24]. The catalyst class is: 2. (3) Reactant: [OH:1][C:2]1[CH:3]=[C:4]2[C:8](=[CH:9][CH:10]=1)[CH:7]([C:11]1[CH:16]=[CH:15][CH:14]=[CH:13][CH:12]=1)[C:6]([CH3:25])([C:17]([NH:19][C:20]1[S:21][CH:22]=[CH:23][N:24]=1)=[O:18])[CH2:5]2.[C:26]1(B(O)O)[CH:31]=[CH:30][CH:29]=[CH:28][CH:27]=1.C(N(CC)CC)C. Product: [CH3:25][C:6]1([C:17]([NH:19][C:20]2[S:21][CH:22]=[CH:23][N:24]=2)=[O:18])[CH2:5][C:4]2[C:8](=[CH:9][CH:10]=[C:2]([O:1][C:26]3[CH:31]=[CH:30][CH:29]=[CH:28][CH:27]=3)[CH:3]=2)[CH:7]1[C:11]1[CH:12]=[CH:13][CH:14]=[CH:15][CH:16]=1. The catalyst class is: 749. (4) Reactant: [O:1]1[C:9]2[C:4](=[N:5][CH:6]=[CH:7][CH:8]=2)[NH:3][C:2]1=[O:10].N([CH2:14][CH:15]1[CH2:20][CH2:19][CH2:18][CH2:17][CH2:16]1)=C=O. Product: [O:10]=[C:2]1[NH:3][C:4]2=[N:5][CH:6]=[CH:7][CH:8]=[C:9]2[O:1]1.[CH2:19]1[CH2:18][CH2:17][CH2:16][CH:15]([CH2:14][C:2]([NH2:3])=[O:1])[CH2:20]1. The catalyst class is: 12. (5) Reactant: Br[CH2:2][C:3]1[CH:8]=[CH:7][C:6]([C:9]([F:12])([F:11])[F:10])=[CH:5][CH:4]=1.C(=O)([O-])[O-].[K+].[K+].[F:19][C:20]1[CH:21]=[CH:22][C:23]([OH:53])=[C:24](/[CH:26]=[CH:27]/[CH:28]([CH2:41][CH2:42][C:43]2[CH:48]=[CH:47][C:46]([C:49]([O:51][CH3:52])=[O:50])=[CH:45][CH:44]=2)[CH2:29][CH2:30][C:31]2[CH:40]=[CH:39][C:34]([C:35]([O:37][CH3:38])=[O:36])=[CH:33][CH:32]=2)[CH:25]=1. Product: [F:19][C:20]1[CH:21]=[CH:22][C:23]([O:53][CH2:2][C:3]2[CH:8]=[CH:7][C:6]([C:9]([F:12])([F:11])[F:10])=[CH:5][CH:4]=2)=[C:24](/[CH:26]=[CH:27]/[CH:28]([CH2:41][CH2:42][C:43]2[CH:48]=[CH:47][C:46]([C:49]([O:51][CH3:52])=[O:50])=[CH:45][CH:44]=2)[CH2:29][CH2:30][C:31]2[CH:40]=[CH:39][C:34]([C:35]([O:37][CH3:38])=[O:36])=[CH:33][CH:32]=2)[CH:25]=1. The catalyst class is: 10. (6) Reactant: Cl.[CH:2]([N:5]([CH:9]1[CH2:14][CH2:13][NH:12][CH2:11][CH2:10]1)[C:6](=[O:8])[CH3:7])([CH3:4])[CH3:3].F[C:16]1[CH:23]=[CH:22][C:19]([CH:20]=[O:21])=[CH:18][CH:17]=1.C([O-])([O-])=O.[K+].[K+]. Product: [CH:20]([C:19]1[CH:22]=[CH:23][C:16]([N:12]2[CH2:11][CH2:10][CH:9]([N:5]([CH:2]([CH3:4])[CH3:3])[C:6](=[O:8])[CH3:7])[CH2:14][CH2:13]2)=[CH:17][CH:18]=1)=[O:21]. The catalyst class is: 18.